From a dataset of Forward reaction prediction with 1.9M reactions from USPTO patents (1976-2016). Predict the product of the given reaction. (1) Given the reactants Cl[C:2]1[CH:7]=[C:6]([Cl:8])[N:5]=[C:4]([S:9][CH3:10])[N:3]=1.[NH2:11][C:12]1[CH:22]=[CH:21][C:15]([C:16]([O:18][CH2:19][CH3:20])=[O:17])=[CH:14][N:13]=1.C[Si]([N-][Si](C)(C)C)(C)C.[Na+], predict the reaction product. The product is: [Cl:8][C:6]1[N:5]=[C:4]([S:9][CH3:10])[N:3]=[C:2]([NH:11][C:12]2[CH:22]=[CH:21][C:15]([C:16]([O:18][CH2:19][CH3:20])=[O:17])=[CH:14][N:13]=2)[CH:7]=1. (2) Given the reactants O[N:2]=[C:3]1[CH2:6][C:5]([C:13]([O:15][CH:16]([CH3:18])[CH3:17])=[O:14])([C:7]([O:9][CH:10]([CH3:12])[CH3:11])=[O:8])[CH2:4]1, predict the reaction product. The product is: [NH2:2][CH:3]1[CH2:6][C:5]([C:7]([O:9][CH:10]([CH3:12])[CH3:11])=[O:8])([C:13]([O:15][CH:16]([CH3:18])[CH3:17])=[O:14])[CH2:4]1. (3) The product is: [Cl:1][C:2]1[CH:3]=[C:4]([CH:19]=[CH:20][CH:21]=1)[CH2:5][NH:6][C:7]1[O:8][C:9]2[C:10](=[C:12]([NH2:16])[CH:13]=[CH:14][CH:15]=2)[N:11]=1. Given the reactants [Cl:1][C:2]1[CH:3]=[C:4]([CH:19]=[CH:20][CH:21]=1)[CH2:5][NH:6][C:7]1[O:8][C:9]2[CH:15]=[CH:14][CH:13]=[C:12]([N+:16]([O-])=O)[C:10]=2[N:11]=1.S(S([O-])=O)([O-])=O.[Na+].[Na+], predict the reaction product.